Dataset: Catalyst prediction with 721,799 reactions and 888 catalyst types from USPTO. Task: Predict which catalyst facilitates the given reaction. (1) Reactant: Cl[C:2]1[CH:3]=[C:4]([C:9](=[O:11])[CH3:10])[CH:5]=[CH:6][C:7]=1[F:8].CC1(C)C(C)(C)OB([C:20]2[CH:27]=[CH:26][CH:25]=[CH:24][C:21]=2[C:22]#[N:23])O1.[F-].[K+].C(P(C(C)(C)C)C(C)(C)C)(C)(C)C.[OH-].[Na+]. Product: [C:9]([C:4]1[CH:5]=[CH:6][C:7]([F:8])=[C:2]([C:20]2[C:21]([C:22]#[N:23])=[CH:24][CH:25]=[CH:26][CH:27]=2)[CH:3]=1)(=[O:11])[CH3:10]. The catalyst class is: 7. (2) Reactant: [NH2:1][CH2:2][CH:3]1[C:7](=[O:8])[C:6]2[CH:9]=[C:10]([C:14]3[CH:19]=[CH:18][C:17]([C:20]([N:22]4[CH2:27][CH2:26][O:25][CH2:24][CH2:23]4)=[O:21])=[CH:16][CH:15]=3)[CH:11]=[C:12]([Cl:13])[C:5]=2[O:4]1.[NH2:28][C:29]1[N:34]=[CH:33][C:32](/[CH:35]=[CH:36]/[C:37](O)=[O:38])=[CH:31][CH:30]=1.CCN=C=NCCCN(C)C.C1C=CC2N(O)N=NC=2C=1.CCN(C(C)C)C(C)C. The catalyst class is: 3. Product: [NH2:28][C:29]1[N:34]=[CH:33][C:32](/[CH:35]=[CH:36]/[C:37]([NH:1][CH2:2][CH:3]2[C:7](=[O:8])[C:6]3[CH:9]=[C:10]([C:14]4[CH:15]=[CH:16][C:17]([C:20]([N:22]5[CH2:23][CH2:24][O:25][CH2:26][CH2:27]5)=[O:21])=[CH:18][CH:19]=4)[CH:11]=[C:12]([Cl:13])[C:5]=3[O:4]2)=[O:38])=[CH:31][CH:30]=1. (3) Product: [CH3:42][N:43]1[C:44]2[CH:49]=[CH:48][CH:47]=[CH:46][C:45]=2[N:50]=[C:6]1[CH:4]1[CH2:5][C:2](=[O:1])[CH2:3]1. The catalyst class is: 1. Reactant: [O:1]=[C:2]1[CH2:5][CH:4]([C:6](O)=O)[CH2:3]1.CCN(C(C)C)C(C)C.CN(C(ON1N=NC2C=CC=NC1=2)=[N+](C)C)C.F[P-](F)(F)(F)(F)F.[CH3:42][NH:43][C:44]1[C:45]([NH2:50])=[CH:46][CH:47]=[CH:48][CH:49]=1. (4) Reactant: CC(C)([O-])C.[K+].Br[CH2:8][C:9]1[CH:10]=[C:11]([C:15]([F:19])([F:18])[CH2:16][OH:17])[CH:12]=[CH:13][CH:14]=1.[F:20]/[C:21](/[C:34]1[CH:38]=[C:37]([CH3:39])[NH:36][N:35]=1)=[CH:22]\[C:23]1[CH:28]=[CH:27][C:26]([O:29][C:30]([F:33])([F:32])[F:31])=[CH:25][CH:24]=1.O. Product: [F:18][C:15]([F:19])([C:11]1[CH:12]=[CH:13][CH:14]=[C:9]([CH2:8][N:36]2[C:37]([CH3:39])=[CH:38][C:34](/[C:21](/[F:20])=[CH:22]/[C:23]3[CH:24]=[CH:25][C:26]([O:29][C:30]([F:31])([F:32])[F:33])=[CH:27][CH:28]=3)=[N:35]2)[CH:10]=1)[CH2:16][OH:17]. The catalyst class is: 56. (5) Reactant: CN(C(ON1N=NC2C=CC=NC1=2)=[N+](C)C)C.F[P-](F)(F)(F)(F)F.[Cl:25][C:26]1[CH:34]=[CH:33][CH:32]=[C:31]([Cl:35])[C:27]=1[C:28]([OH:30])=O.CCN(C(C)C)C(C)C.[Cl:45][C:46]1[CH:51]=[C:50]([Cl:52])[CH:49]=[CH:48][C:47]=1[CH2:53][N:54]1[CH:58]=[C:57]([NH2:59])[CH:56]=[N:55]1. Product: [Cl:35][C:31]1[CH:32]=[CH:33][CH:34]=[C:26]([Cl:25])[C:27]=1[C:28]([NH:59][C:57]1[CH:56]=[N:55][N:54]([CH2:53][C:47]2[CH:48]=[CH:49][C:50]([Cl:52])=[CH:51][C:46]=2[Cl:45])[CH:58]=1)=[O:30]. The catalyst class is: 3. (6) Reactant: [N+:1]([C:4]1[CH:5]=[C:6]2[C:10](=[CH:11][CH:12]=1)[N:9]=[C:8]([CH3:13])[C:7]2([CH3:15])[CH3:14])([O-])=O.NN. Product: [NH2:1][C:4]1[CH:5]=[C:6]2[C:10](=[CH:11][CH:12]=1)[N:9]=[C:8]([CH3:13])[C:7]2([CH3:15])[CH3:14]. The catalyst class is: 50. (7) Reactant: [F:1][CH:2]([F:14])[C:3]([C:5]1[CH:10]=[CH:9][C:8]([O:11]C)=[CH:7][C:6]=1[F:13])=[O:4].B(Br)(Br)Br. Product: [F:14][CH:2]([F:1])[C:3]([C:5]1[CH:10]=[CH:9][C:8]([OH:11])=[CH:7][C:6]=1[F:13])=[O:4]. The catalyst class is: 2. (8) Product: [F:8][C:9]1[C:10]([C:25]([NH:27][CH3:28])=[O:26])=[CH:11][C:12]2[NH:16][C:15](=[O:17])[N:14]([CH:18]3[CH2:19][CH2:20][N:21]([CH2:42][C:41]([O:40][C:36]([CH3:39])([CH3:38])[CH3:37])=[O:44])[CH2:22][CH2:23]3)[C:13]=2[CH:24]=1. The catalyst class is: 9. Reactant: FC(F)(F)C([O-])=O.[F:8][C:9]1[C:10]([C:25]([NH:27][CH3:28])=[O:26])=[CH:11][C:12]2[NH:16][C:15](=[O:17])[N:14]([CH:18]3[CH2:23][CH2:22][NH2+:21][CH2:20][CH2:19]3)[C:13]=2[CH:24]=1.C(N(CC)CC)C.[C:36]([O:40][C:41](=[O:44])[CH2:42]Br)([CH3:39])([CH3:38])[CH3:37]. (9) Reactant: C(OC([N:8]1[CH2:13][CH2:12][N:11]([C:14]2[N:15]=[N:16][C:17]([C:27]([F:30])([F:29])[F:28])=[C:18]([C:20]3[CH:25]=[CH:24][CH:23]=[CH:22][C:21]=3[CH3:26])[CH:19]=2)[CH2:10][CH2:9]1)=O)(C)(C)C. Product: [N:11]1([C:14]2[N:15]=[N:16][C:17]([C:27]([F:29])([F:28])[F:30])=[C:18]([C:20]3[CH:25]=[CH:24][CH:23]=[CH:22][C:21]=3[CH3:26])[CH:19]=2)[CH2:10][CH2:9][NH:8][CH2:13][CH2:12]1. The catalyst class is: 5. (10) Reactant: [C:1](=O)([O-])[O-:2].[K+].[K+].Cl[C:8]1[CH:9]=[CH:10][C:11]2[N:12]([C:14]([CH2:17][C:18]3[CH:19]=[C:20]4[C:25](=[CH:26][CH:27]=3)[N:24]=[CH:23][C:22]([C:28]3[CH:29]=[N:30][N:31]([CH3:33])[CH:32]=3)=[CH:21]4)=[N:15][N:16]=2)[N:13]=1. Product: [CH3:1][O:2][C:8]1[CH:9]=[CH:10][C:11]2[N:12]([C:14]([CH2:17][C:18]3[CH:19]=[C:20]4[C:25](=[CH:26][CH:27]=3)[N:24]=[CH:23][C:22]([C:28]3[CH:29]=[N:30][N:31]([CH3:33])[CH:32]=3)=[CH:21]4)=[N:15][N:16]=2)[N:13]=1. The catalyst class is: 5.